This data is from Forward reaction prediction with 1.9M reactions from USPTO patents (1976-2016). The task is: Predict the product of the given reaction. (1) Given the reactants [OH:1][C:2]1[CH:3]=[C:4]([CH:14]=[C:15]([O:17][CH:18]2[CH2:23][CH2:22][O:21][CH2:20][CH2:19]2)[CH:16]=1)[C:5]([NH:7][C:8]1[CH:12]=[CH:11][N:10]([CH3:13])[N:9]=1)=[O:6].[N:24]1([C:28]([C:30]2[CH:35]=[CH:34][C:33](Br)=[CH:32][N:31]=2)=[O:29])[CH2:27][CH2:26][CH2:25]1.C(=O)([O-])[O-].[Cs+].[Cs+], predict the reaction product. The product is: [N:24]1([C:28]([C:30]2[N:31]=[CH:32][C:33]([O:1][C:2]3[CH:3]=[C:4]([CH:14]=[C:15]([O:17][CH:18]4[CH2:23][CH2:22][O:21][CH2:20][CH2:19]4)[CH:16]=3)[C:5]([NH:7][C:8]3[CH:12]=[CH:11][N:10]([CH3:13])[N:9]=3)=[O:6])=[CH:34][CH:35]=2)=[O:29])[CH2:27][CH2:26][CH2:25]1. (2) Given the reactants [Br:1][C:2]1[CH:11]=[CH:10][C:5]([C:6]([O:8][CH3:9])=[O:7])=[CH:4][C:3]=1[CH2:12][OH:13], predict the reaction product. The product is: [Br:1][C:2]1[CH:11]=[CH:10][C:5]([C:6]([O:8][CH3:9])=[O:7])=[CH:4][C:3]=1[CH:12]=[O:13]. (3) Given the reactants [F:1][C:2]1[CH:9]=[C:8]([OH:10])[CH:7]=[CH:6][C:3]=1[C:4]#[N:5].FC(F)(F)S(O)(=O)=O.[Br:19]N1C(=O)CCC1=O, predict the reaction product. The product is: [Br:19][C:7]1[C:8]([OH:10])=[CH:9][C:2]([F:1])=[C:3]([CH:6]=1)[C:4]#[N:5]. (4) Given the reactants Cl[CH2:2][C:3]1[C:8](=[O:9])[CH:7]=[CH:6][N:5]([C:10]2[CH:11]=[N:12][N:13]([CH3:15])[CH:14]=2)[N:4]=1.C1(P(C2C=CC=CC=2)C2C=CC=CC=2)C=CC=CC=1.[CH3:35][C:36]([CH3:39])([O-])[CH3:37].[K+].C1COCC1.[N:46]1[C:55]2[C:50](=CC=C[CH:54]=2)[C:49](C=O)=[CH:48][CH:47]=1, predict the reaction product. The product is: [CH3:15][N:13]1[CH:14]=[C:10]([N:5]2[CH:6]=[CH:7][C:8](=[O:9])[C:3](/[CH:2]=[CH:35]/[C:36]3[CH:39]=[C:50]4[C:55](=[CH:54][CH:37]=3)[N:46]=[CH:47][CH:48]=[CH:49]4)=[N:4]2)[CH:11]=[N:12]1.